This data is from Reaction yield outcomes from USPTO patents with 853,638 reactions. The task is: Predict the reaction yield, written as a fraction of the theoretical maximum amount of product (1.0 means a 100% yield; for example, 0.34 means a 34% yield). (1) The reactants are [CH2:1]([C:3]1[C:8](=[O:9])[NH:7][C:6]([CH3:10])=[C:5]([C:11]2[S:15][C:14]([S:16]([Cl:19])(=[O:18])=[O:17])=[CH:13][CH:12]=2)[CH:4]=1)[CH3:2].[CH2:20]([N:27]1[CH2:32][CH2:31][NH:30][CH2:29][CH2:28]1)[C:21]1[CH:26]=[CH:25][CH:24]=[CH:23][CH:22]=1. No catalyst specified. The product is [ClH:19].[CH2:20]([N:27]1[CH2:32][CH2:31][N:30]([S:16]([C:14]2[S:15][C:11]([C:5]3[CH:4]=[C:3]([CH2:1][CH3:2])[C:8](=[O:9])[NH:7][C:6]=3[CH3:10])=[CH:12][CH:13]=2)(=[O:18])=[O:17])[CH2:29][CH2:28]1)[C:21]1[CH:22]=[CH:23][CH:24]=[CH:25][CH:26]=1. The yield is 0.820. (2) The reactants are [Cl-].[Al+3].[Cl-].[Cl-].[Cl:5][CH2:6][C:7](Cl)=[O:8].[C:10]1([CH2:16][CH2:17][NH:18][C:19](=[O:21])[CH3:20])[CH:15]=[CH:14][CH:13]=[CH:12][CH:11]=1. The catalyst is ClCCCl. The product is [Cl:5][CH2:6][C:7]([C:13]1[CH:14]=[CH:15][C:10]([CH2:16][CH2:17][NH:18][C:19](=[O:21])[CH3:20])=[CH:11][CH:12]=1)=[O:8]. The yield is 0.804. (3) The reactants are [CH2:1]1[CH2:6][C@H:5]([C:7]([OH:9])=[O:8])[CH2:4][CH2:3][C@H:2]1[CH2:10][NH2:11].[CH3:12][C:13]([CH3:32])([CH3:31])[C:14]([O:16][CH:17]([O:20][C:21](ON1C(=O)CCC1=O)=[O:22])[CH2:18][CH3:19])=[O:15]. The catalyst is CC(OC)(C)C.CC(C)=O.O. The product is [CH3:31][C:13]([CH3:12])([CH3:32])[C:14]([O:16][CH:17]([O:20][C:21]([NH:11][CH2:10][C@H:2]1[CH2:3][CH2:4][C@H:5]([C:7]([OH:9])=[O:8])[CH2:6][CH2:1]1)=[O:22])[CH2:18][CH3:19])=[O:15]. The yield is 0.450. (4) The reactants are [S:1]1[CH:5]=[CH:4][C:3]([C:6]([OH:8])=[O:7])=[C:2]1[C:9]([OH:11])=[O:10].Cl[Si](C)(C)C.[CH3:17][CH:18]([CH3:21])[CH2:19]O. No catalyst specified. The product is [S:1]1[CH:5]=[CH:4][C:3]([C:6]([O:8][CH2:17][CH:18]([CH3:21])[CH3:19])=[O:7])=[C:2]1[C:9]([O:11][CH2:2][CH:3]([CH3:6])[CH3:4])=[O:10]. The yield is 0.910. (5) The reactants are Br[C:2]1[N:10]([CH2:11][C:12]2[CH:17]=[CH:16][C:15]([Cl:18])=[CH:14][CH:13]=2)[C:9]2[C:8](=[O:19])[N:7]([CH3:20])[C:6](=[O:21])[N:5]([CH3:22])[C:4]=2[N:3]=1.[F:23][C:24]([F:33])([F:32])[C:25]1[CH:26]=[C:27]([SH:31])[CH:28]=[CH:29][CH:30]=1.C(=O)([O-])[O-].[K+].[K+]. The catalyst is CN(C=O)C.C(OCC)(=O)C. The product is [Cl:18][C:15]1[CH:16]=[CH:17][C:12]([CH2:11][N:10]2[C:9]3[C:8](=[O:19])[N:7]([CH3:20])[C:6](=[O:21])[N:5]([CH3:22])[C:4]=3[N:3]=[C:2]2[S:31][C:27]2[CH:28]=[CH:29][CH:30]=[C:25]([C:24]([F:23])([F:32])[F:33])[CH:26]=2)=[CH:13][CH:14]=1. The yield is 0.709. (6) The catalyst is C(Cl)Cl. The yield is 0.928. The reactants are [CH2:1]([C@@H:8]1[CH2:12][O:11][C:10](=[O:13])[N:9]1[C:14](=[O:33])[C@H:15]([CH3:32])[C@H:16]([C@H:18]1[CH2:22][O:21][C:20]([CH3:24])([CH3:23])[N:19]1[C:25]([O:27][C:28]([CH3:31])([CH3:30])[CH3:29])=[O:26])[OH:17])[C:2]1[CH:7]=[CH:6][CH:5]=[CH:4][CH:3]=1.N1C(C)=CC=CC=1C.FC(F)(F)S(O[Si:48]([C:51]([CH3:54])([CH3:53])[CH3:52])([CH3:50])[CH3:49])(=O)=O. The product is [CH2:1]([C@@H:8]1[CH2:12][O:11][C:10](=[O:13])[N:9]1[C:14](=[O:33])[C@H:15]([CH3:32])[C@H:16]([C@H:18]1[CH2:22][O:21][C:20]([CH3:24])([CH3:23])[N:19]1[C:25]([O:27][C:28]([CH3:31])([CH3:30])[CH3:29])=[O:26])[O:17][Si:48]([C:51]([CH3:54])([CH3:53])[CH3:52])([CH3:50])[CH3:49])[C:2]1[CH:7]=[CH:6][CH:5]=[CH:4][CH:3]=1. (7) The reactants are [CH:1]1([C:7](Cl)=[O:8])[CH2:6][CH2:5][CH2:4][CH2:3][CH2:2]1.[CH3:10][O:11][C:12]1[CH:18]=[CH:17][C:16]([O:19][CH3:20])=[CH:15][C:13]=1[NH2:14].C(OCC)(=O)C.CCCCCCC. The catalyst is O. The product is [CH3:10][O:11][C:12]1[CH:18]=[CH:17][C:16]([O:19][CH3:20])=[CH:15][C:13]=1[NH:14][C:7]([CH:1]1[CH2:6][CH2:5][CH2:4][CH2:3][CH2:2]1)=[O:8]. The yield is 0.670. (8) The reactants are [CH:1]1([C:6]2[O:7][N:8]=C3C(=O)[NH:13][C:12](=O)[NH:11][C:10]=23)[CH2:5][CH2:4][CH2:3][CH2:2]1.P(Cl)(Cl)([Cl:19])=O.CCN(C(C)C)C(C)C.[Cl:31][CH2:32][CH2:33]Cl. No catalyst specified. The product is [Cl:19][C:12]1[N:13]=[C:32]([Cl:31])[C:33]2[C:10](=[C:6]([CH:1]3[CH2:5][CH2:4][CH2:3][CH2:2]3)[O:7][N:8]=2)[N:11]=1. The yield is 0.750. (9) The reactants are [Cl-].O[NH3+:3].[C:4](=[O:7])([O-])[OH:5].[Na+].CS(C)=O.[CH2:13]([C:17]1[N:18]=[C:19]([CH3:46])[N:20]([C:39]2[CH:44]=[CH:43][C:42]([Cl:45])=[CH:41][CH:40]=2)[C:21](=[O:38])[C:22]=1[CH2:23][C:24]1[CH:29]=[CH:28][C:27]([C:30]2[C:31]([C:36]#[N:37])=[CH:32][CH:33]=[CH:34][CH:35]=2)=[CH:26][CH:25]=1)[CH2:14][CH2:15][CH3:16]. The catalyst is O.C(OCC)(=O)C. The product is [CH2:13]([C:17]1[N:18]=[C:19]([CH3:46])[N:20]([C:39]2[CH:44]=[CH:43][C:42]([Cl:45])=[CH:41][CH:40]=2)[C:21](=[O:38])[C:22]=1[CH2:23][C:24]1[CH:25]=[CH:26][C:27]([C:30]2[CH:35]=[CH:34][CH:33]=[CH:32][C:31]=2[C:36]2[NH:3][C:4](=[O:7])[O:5][N:37]=2)=[CH:28][CH:29]=1)[CH2:14][CH2:15][CH3:16]. The yield is 0.550. (10) The reactants are Br[C:2]1[C:3]([CH3:23])=[C:4]([NH:9][C:10]([C:12]2[CH:22]=[CH:21][C:15]3[C:16]([CH3:20])([CH3:19])[CH2:17][O:18][C:14]=3[CH:13]=2)=[O:11])[CH:5]=[C:6]([F:8])[CH:7]=1.Cl[C:25]1[CH:30]=[CH:29][N:28]=[C:27]([NH2:31])[C:26]=1[N+:32]([O-])=O.[N:35]1([C:41]([C:43]2[CH:50]=[CH:49][C:46]([CH:47]=O)=[CH:45][CH:44]=2)=[O:42])[CH2:40][CH2:39][O:38][CH2:37][CH2:36]1. No catalyst specified. The product is [F:8][C:6]1[CH:7]=[C:2]([C:25]2[CH:30]=[CH:29][N:28]=[C:27]3[NH:31][C:47]([C:46]4[CH:49]=[CH:50][C:43]([C:41]([N:35]5[CH2:40][CH2:39][O:38][CH2:37][CH2:36]5)=[O:42])=[CH:44][CH:45]=4)=[N:32][C:26]=23)[C:3]([CH3:23])=[C:4]([NH:9][C:10]([C:12]2[CH:22]=[CH:21][C:15]3[C:16]([CH3:20])([CH3:19])[CH2:17][O:18][C:14]=3[CH:13]=2)=[O:11])[CH:5]=1. The yield is 0.0350.